Dataset: Catalyst prediction with 721,799 reactions and 888 catalyst types from USPTO. Task: Predict which catalyst facilitates the given reaction. (1) Reactant: [Br:1][C:2]1[CH:11]=[CH:10][C:5]2[CH:6](O)[CH2:7][O:8][C:4]=2[CH:3]=1.C1(P([N:26]=[N+:27]=[N-:28])(C2C=CC=CC=2)=O)C=CC=CC=1.C1CCN2C(=NCCC2)CC1. Product: [N:26]([CH:6]1[C:5]2[CH:10]=[CH:11][C:2]([Br:1])=[CH:3][C:4]=2[O:8][CH2:7]1)=[N+:27]=[N-:28]. The catalyst class is: 11. (2) The catalyst class is: 855. Product: [Br:21][CH2:13][C:4]1[N:3]=[C:2]([Cl:1])[CH:12]=[CH:11][C:5]=1[C:6]([O:8][CH2:9][CH3:10])=[O:7]. Reactant: [Cl:1][C:2]1[CH:12]=[CH:11][C:5]([C:6]([O:8][CH2:9][CH3:10])=[O:7])=[C:4]([CH3:13])[N:3]=1.C1C(=O)N([Br:21])C(=O)C1. (3) Reactant: N[C:2]([C:6]1[CH:11]=[CH:10][C:9]([F:12])=[CH:8][CH:7]=1)=[CH:3][C:4]#[N:5].Cl.[CH3:14][C:15]1[CH:20]=[CH:19][CH:18]=[CH:17][C:16]=1[NH:21][NH2:22].[OH-].[Na+]. Product: [F:12][C:9]1[CH:8]=[CH:7][C:6]([C:2]2[CH:3]=[C:4]([NH2:5])[N:21]([C:16]3[CH:17]=[CH:18][CH:19]=[CH:20][C:15]=3[CH3:14])[N:22]=2)=[CH:11][CH:10]=1. The catalyst class is: 33. (4) Reactant: [Br:1][C:2]1[CH:3]=[C:4]([CH:13]([CH:15]2[CH2:20][CH2:19][CH2:18][CH2:17][CH2:16]2)O)[C:5]2[O:9][CH2:8][C:7]([CH3:11])([CH3:10])[C:6]=2[CH:12]=1.FC(F)(F)C(O)=O.C([SiH](CC)CC)C.C(OCC)(=O)C. Product: [Br:1][C:2]1[CH:3]=[C:4]([CH2:13][CH:15]2[CH2:20][CH2:19][CH2:18][CH2:17][CH2:16]2)[C:5]2[O:9][CH2:8][C:7]([CH3:10])([CH3:11])[C:6]=2[CH:12]=1. The catalyst class is: 81. (5) Product: [F:28][C:2]1([F:1])[CH2:7][C@H:6]([C:8]([OH:10])=[O:9])[C@H:5]([NH:13][C:14]([C:16]2[CH:21]=[CH:20][C:19]([N:22]3[CH:26]=[CH:25][C:24]([CH3:27])=[N:23]3)=[CH:18][CH:17]=2)=[O:15])[CH2:4][CH2:3]1. Reactant: [F:1][C:2]1([F:28])[CH2:7][C@H:6]([C:8]([O:10]CC)=[O:9])[C@H:5]([NH:13][C:14]([C:16]2[CH:21]=[CH:20][C:19]([N:22]3[CH:26]=[CH:25][C:24]([CH3:27])=[N:23]3)=[CH:18][CH:17]=2)=[O:15])[CH2:4][CH2:3]1.O.[OH-].[Li+].Cl.CCCCCCC. The catalyst class is: 1. (6) Reactant: [C:1]([CH2:3][C:4]([N:6]1[CH2:9][CH:8]([CH2:10][N:11]2[C:15]3[CH:16]=[CH:17][CH:18]=[CH:19][C:14]=3[N:13]=[C:12]2[NH:20][C:21]([C:23]2[S:24][C:25]([CH:28]([F:30])[F:29])=[CH:26][CH:27]=2)=[O:22])[CH2:7]1)=[O:5])#[N:2].[CH3:31][N:32]([CH3:38])[C:33]([CH3:37])([CH3:36])[CH:34]=O.N1CCCCC1. Product: [C:1]([C:3](=[CH:34][C:33]([N:32]([CH3:38])[CH3:31])([CH3:37])[CH3:36])[C:4]([N:6]1[CH2:7][CH:8]([CH2:10][N:11]2[C:15]3[CH:16]=[CH:17][CH:18]=[CH:19][C:14]=3[N:13]=[C:12]2[NH:20][C:21]([C:23]2[S:24][C:25]([CH:28]([F:29])[F:30])=[CH:26][CH:27]=2)=[O:22])[CH2:9]1)=[O:5])#[N:2]. The catalyst class is: 11. (7) Reactant: C(=O)([O-])[O-].[K+].[K+].[C:7]([O:12][CH2:13][CH3:14])(=[O:11])[C:8]#[C:9][CH3:10].CC1C=C(C)C=C(C)C=1S([O-])(=O)=O.[NH2:28][N+:29]1[CH:34]=[CH:33][C:32]([CH:35]2[CH2:37][CH2:36]2)=[CH:31][C:30]=1[O:38][CH2:39][C:40]1[C:45]([F:46])=[CH:44][CH:43]=[CH:42][C:41]=1[F:47].O. Product: [CH2:13]([O:12][C:7]([C:8]1[C:9]([CH3:10])=[N:28][N:29]2[C:30]([O:38][CH2:39][C:40]3[C:45]([F:46])=[CH:44][CH:43]=[CH:42][C:41]=3[F:47])=[CH:31][C:32]([CH:35]3[CH2:37][CH2:36]3)=[CH:33][C:34]=12)=[O:11])[CH3:14]. The catalyst class is: 3.